From a dataset of Catalyst prediction with 721,799 reactions and 888 catalyst types from USPTO. Predict which catalyst facilitates the given reaction. Reactant: [CH3:1][C:2]1[C:6]2=[C:7]3[C:12](=[CH:13][CH:14]=[C:5]2[NH:4][C:3]=1[CH3:20])[NH:11][C:10](=O)[CH:9]=[C:8]3[C:16]([F:19])([F:18])[F:17].P(Cl)(Cl)([Cl:23])=O.CO. Product: [Cl:23][C:10]1[CH:9]=[C:8]([C:16]([F:19])([F:18])[F:17])[C:7]2[C:12](=[CH:13][CH:14]=[C:5]3[NH:4][C:3]([CH3:20])=[C:2]([CH3:1])[C:6]3=2)[N:11]=1. The catalyst class is: 4.